This data is from Catalyst prediction with 721,799 reactions and 888 catalyst types from USPTO. The task is: Predict which catalyst facilitates the given reaction. (1) Reactant: [F:1][C:2]1[CH:3]=[CH:4][CH:5]=[C:6]2[C:11]=1[N:10]=[C:9]([N:12]1[CH2:17][CH2:16][N:15]([C:18]3[CH:23]=[CH:22][CH:21]=[C:20]([F:24])[CH:19]=3)[CH2:14][CH2:13]1)[N:8]([C:25]1[CH:30]=[C:29]([C:31]([F:34])([F:33])[F:32])[CH:28]=[CH:27][C:26]=1[O:35][CH3:36])[CH:7]2[CH2:37][C:38]([O:40]C)=[O:39].[OH-].[Na+]. Product: [F:1][C:2]1[CH:3]=[CH:4][CH:5]=[C:6]2[C:11]=1[N:10]=[C:9]([N:12]1[CH2:13][CH2:14][N:15]([C:18]3[CH:23]=[CH:22][CH:21]=[C:20]([F:24])[CH:19]=3)[CH2:16][CH2:17]1)[N:8]([C:25]1[CH:30]=[C:29]([C:31]([F:34])([F:32])[F:33])[CH:28]=[CH:27][C:26]=1[O:35][CH3:36])[CH:7]2[CH2:37][C:38]([OH:40])=[O:39]. The catalyst class is: 12. (2) Reactant: [Br:1][C:2]1[N:6]=[C:5](Br)[N:4]([CH2:8][C:9]([CH3:11])=[CH2:10])[N:3]=1.[C:12]1([CH:18]2[CH2:21][CH2:20][NH:19]2)[CH:17]=[CH:16][CH:15]=[CH:14][CH:13]=1.C(=O)([O-])[O-].[K+].[K+]. Product: [Br:1][C:2]1[N:6]=[C:5]([N:19]2[CH2:20][CH2:21][CH:18]2[C:12]2[CH:17]=[CH:16][CH:15]=[CH:14][CH:13]=2)[N:4]([CH2:8][C:9]([CH3:11])=[CH2:10])[N:3]=1. The catalyst class is: 18. (3) Reactant: [Br:1][C:2]1[C:3]([CH3:9])=[N:4][C:5](Cl)=[N:6][CH:7]=1.[H-].[Na+].[CH3:12][CH:13]([OH:15])[CH3:14]. The catalyst class is: 1. Product: [Br:1][C:2]1[C:3]([CH3:9])=[N:4][C:5]([O:15][CH:13]([CH3:14])[CH3:12])=[N:6][CH:7]=1. (4) Reactant: [NH2:1][C:2]1[CH:3]=[C:4]2[C:9](=[CH:10][CH:11]=1)[N:8]=[CH:7][C:6]([C:12]#[N:13])=[C:5]2[NH:14][C:15]1[CH:20]=[CH:19][C:18]([F:21])=[C:17]([Cl:22])[CH:16]=1.[Br:23][C:24]1[CH:25]=[C:26]([CH:29]=[CH:30][C:31]=1[O:32][CH2:33][CH2:34][O:35][CH3:36])[CH:27]=O.[BH3-]C#N.[Na+]. Product: [Br:23][C:24]1[CH:25]=[C:26]([CH:29]=[CH:30][C:31]=1[O:32][CH2:33][CH2:34][O:35][CH3:36])[CH2:27][NH:1][C:2]1[CH:3]=[C:4]2[C:9](=[CH:10][CH:11]=1)[N:8]=[CH:7][C:6]([C:12]#[N:13])=[C:5]2[NH:14][C:15]1[CH:20]=[CH:19][C:18]([F:21])=[C:17]([Cl:22])[CH:16]=1. The catalyst class is: 14. (5) Reactant: [CH3:1][O:2][C:3]1[CH:12]=[CH:11][C:6]2[NH:7][C:8](=[O:10])[S:9][C:5]=2[CH:4]=1.C([O-])([O-])=O.[K+].[K+].[CH2:19](Br)[C:20]1[CH:25]=[CH:24][CH:23]=[CH:22][CH:21]=1.O. Product: [CH2:19]([N:7]1[C:6]2[CH:11]=[CH:12][C:3]([O:2][CH3:1])=[CH:4][C:5]=2[S:9][C:8]1=[O:10])[C:20]1[CH:25]=[CH:24][CH:23]=[CH:22][CH:21]=1. The catalyst class is: 3. (6) Product: [CH3:17][P:18](=[O:20])([CH3:19])[C:2]1[CH:7]=[CH:6][C:5]([N+:8]([O-:10])=[O:9])=[C:4]([S:11]([CH:14]([CH3:16])[CH3:15])(=[O:13])=[O:12])[CH:3]=1. Reactant: Br[C:2]1[CH:7]=[CH:6][C:5]([N+:8]([O-:10])=[O:9])=[C:4]([S:11]([CH:14]([CH3:16])[CH3:15])(=[O:13])=[O:12])[CH:3]=1.[CH3:17][PH:18](=[O:20])[CH3:19].P([O-])([O-])([O-])=O.[K+].[K+].[K+].CC1(C)C2C(=C(P(C3C=CC=CC=3)C3C=CC=CC=3)C=CC=2)OC2C(P(C3C=CC=CC=3)C3C=CC=CC=3)=CC=CC1=2. The catalyst class is: 416. (7) Reactant: [Br:1][C:2]1[CH:3]=[CH:4][C:5](F)=[C:6]([CH:9]=1)[CH:7]=[O:8].[CH3:11][CH:12]1[CH2:17][CH2:16][CH2:15][CH2:14][NH:13]1.C(=O)([O-])[O-].[Na+].[Na+]. Product: [Br:1][C:2]1[CH:3]=[CH:4][C:5]([N:13]2[CH2:14][CH2:15][CH2:16][CH2:17][CH:12]2[CH3:11])=[C:6]([CH:9]=1)[CH:7]=[O:8]. The catalyst class is: 58. (8) Reactant: [OH:1][CH2:2][C:3]1[CH:4]=[C:5]2[C:10](=[CH:11][C:12]=1[CH2:13][OH:14])[O:9][C:8](=[O:15])[C:7]([CH2:16][C:17]([O:19][CH2:20][CH3:21])=[O:18])=[C:6]2[C:22]1[CH:27]=[CH:26][CH:25]=[CH:24][CH:23]=1. Product: [O:15]=[C:8]1[C:7]([CH2:16][C:17]([O:19][CH2:20][CH3:21])=[O:18])=[C:6]([C:22]2[CH:23]=[CH:24][CH:25]=[CH:26][CH:27]=2)[C:5]2[C:10](=[CH:11][C:12]3[C:13](=[O:14])[O:1][CH2:2][C:3]=3[CH:4]=2)[O:9]1. The catalyst class is: 327.